From a dataset of Forward reaction prediction with 1.9M reactions from USPTO patents (1976-2016). Predict the product of the given reaction. (1) Given the reactants Cl.[F:2][C:3]1[CH:30]=[CH:29][C:6]([CH2:7][NH:8][C:9]([C:11]2[CH:16]=[C:15]([C:17]3[CH2:21][CH:20]([CH:22]4[CH2:27][CH2:26][NH:25][CH2:24][CH2:23]4)[O:19][N:18]=3)[N:14]=[C:13]([CH3:28])[N:12]=2)=[O:10])=[CH:5][C:4]=1[O:31][CH3:32].[O:33]1[CH:37]=[CH:36][C:35]([NH:38][C:39](=O)[O:40]C2C=CC([N+]([O-])=O)=CC=2)=[N:34]1, predict the reaction product. The product is: [F:2][C:3]1[CH:30]=[CH:29][C:6]([CH2:7][NH:8][C:9]([C:11]2[CH:16]=[C:15]([C:17]3[CH2:21][CH:20]([CH:22]4[CH2:23][CH2:24][N:25]([C:39](=[O:40])[NH:38][C:35]5[CH:36]=[CH:37][O:33][N:34]=5)[CH2:26][CH2:27]4)[O:19][N:18]=3)[N:14]=[C:13]([CH3:28])[N:12]=2)=[O:10])=[CH:5][C:4]=1[O:31][CH3:32]. (2) Given the reactants [CH2:1]([O:3][C:4]([C:6]1[S:7][CH:8]=[C:9]2[CH2:14][C:13]([CH3:16])([CH3:15])[CH2:12][CH2:11][C:10]=12)=[O:5])[CH3:2].[Br:17]Br, predict the reaction product. The product is: [CH2:1]([O:3][C:4]([C:6]1[S:7][C:8]([Br:17])=[C:9]2[CH2:14][C:13]([CH3:15])([CH3:16])[CH2:12][CH2:11][C:10]=12)=[O:5])[CH3:2].